Predict the product of the given reaction. From a dataset of Forward reaction prediction with 1.9M reactions from USPTO patents (1976-2016). (1) Given the reactants [Cl:1][C:2]1[CH:10]=[CH:9][C:5]([C:6]([OH:8])=O)=[CH:4][C:3]=1[O:11][CH2:12][CH3:13].C1N=CN(C(N2C=NC=C2)=O)C=1.[CH2:26]([O:28][C:29](=[O:34])[CH2:30]C(O)=O)[CH3:27].[K].CCN(CC)CC.[Mg+2].[Cl-].[Cl-], predict the reaction product. The product is: [Cl:1][C:2]1[CH:10]=[CH:9][C:5]([C:6](=[O:8])[CH2:30][C:29]([O:28][CH2:26][CH3:27])=[O:34])=[CH:4][C:3]=1[O:11][CH2:12][CH3:13]. (2) Given the reactants [Cl:1][C:2]1[CH:3]=[C:4]([N:22]([CH2:30][CH3:31])[C@H:23]2[C@H:27]([O:28][CH3:29])[CH2:26][O:25][CH2:24]2)[C:5]([CH3:21])=[C:6]([CH:20]=1)[C:7]([NH:9][CH2:10][C:11]1[C:12]([CH3:19])=[N:13][N:14]([CH3:18])[C:15]=1[O:16]C)=[O:8].Cl, predict the reaction product. The product is: [Cl:1][C:2]1[CH:3]=[C:4]([N:22]([CH2:30][CH3:31])[C@H:23]2[C@H:27]([O:28][CH3:29])[CH2:26][O:25][CH2:24]2)[C:5]([CH3:21])=[C:6]([CH:20]=1)[C:7]([NH:9][CH2:10][C:11]1[C:15](=[O:16])[N:14]([CH3:18])[NH:13][C:12]=1[CH3:19])=[O:8]. (3) Given the reactants [CH3:1][N:2]1[C:8]2[CH:9]=[CH:10][C:11]([N+:13]([O-])=O)=[CH:12][C:7]=2[CH2:6][CH2:5][CH2:4][C:3]1=[O:16].C([O-])=O.[NH4+], predict the reaction product. The product is: [NH2:13][C:11]1[CH:10]=[CH:9][C:8]2[N:2]([CH3:1])[C:3](=[O:16])[CH2:4][CH2:5][CH2:6][C:7]=2[CH:12]=1. (4) Given the reactants [NH:1]1[CH2:6][CH2:5][C:4]2([O:11][C:10]3[C:12]4[C:17]([C:18](=[O:21])[C:19](=[O:20])[C:9]=3[S:8][CH2:7]2)=[CH:16][CH:15]=[CH:14][CH:13]=4)[CH2:3][CH2:2]1.[Cl:22][C:23]1[CH:28]=[CH:27][C:26]([CH2:29][C:30](Cl)=[O:31])=[CH:25][CH:24]=1, predict the reaction product. The product is: [Cl:22][C:23]1[CH:28]=[CH:27][C:26]([CH2:29][C:30]([N:1]2[CH2:2][CH2:3][C:4]3([O:11][C:10]4[C:12]5[C:17]([C:18](=[O:21])[C:19](=[O:20])[C:9]=4[S:8][CH2:7]3)=[CH:16][CH:15]=[CH:14][CH:13]=5)[CH2:5][CH2:6]2)=[O:31])=[CH:25][CH:24]=1. (5) Given the reactants [F:1][C:2]1[CH:22]=[CH:21][C:5]2[N:6]=[C:7]([C:11]3[CH:16]=[CH:15][CH:14]=[CH:13][C:12]=3[O:17]C(=O)C)O[C:9](=[O:10])[C:4]=2[CH:3]=1.[C:23]1([CH:29]([CH3:32])[CH2:30][NH2:31])[CH:28]=[CH:27][CH:26]=[CH:25][CH:24]=1, predict the reaction product. The product is: [F:1][C:2]1[CH:3]=[C:4]2[C:5](=[CH:21][CH:22]=1)[N:6]=[C:7]([C:11]1[CH:16]=[CH:15][CH:14]=[CH:13][C:12]=1[OH:17])[N:31]([CH2:30][CH:29]([C:23]1[CH:28]=[CH:27][CH:26]=[CH:25][CH:24]=1)[CH3:32])[C:9]2=[O:10]. (6) The product is: [C:5]([O:22][C:23]([NH:1][C:2]1[CH:3]=[CH:4][C:5]([CH2:6][NH:7][C:8](=[O:16])[NH:9][CH2:10][C:11]([OH:13])=[O:12])=[CH:17][CH:18]=1)=[O:24])([CH3:17])([CH3:6])[CH3:4]. Given the reactants [NH2:1][C:2]1[CH:18]=[CH:17][C:5]([CH2:6][NH:7][C:8](=[O:16])[NH:9][CH2:10][C:11]([O:13]CC)=[O:12])=[CH:4][C:3]=1OC.[Li+].[OH-:22].[CH3:23][OH:24], predict the reaction product.